Dataset: Catalyst prediction with 721,799 reactions and 888 catalyst types from USPTO. Task: Predict which catalyst facilitates the given reaction. Reactant: [O:1]=[C:2]1[C:11]2[C:6](=[CH:7][CH:8]=[CH:9][CH:10]=2)[C:5]([C:12]([O:14]C)=[O:13])=[CH:4][NH:3]1.[H][H].O=C1C2C(=CC=CC=2)C(C(OC)=O)CN1.[OH-].[Na+]. Product: [O:1]=[C:2]1[C:11]2[C:6](=[CH:7][CH:8]=[CH:9][CH:10]=2)[C:5]([C:12]([OH:14])=[O:13])=[CH:4][NH:3]1. The catalyst class is: 304.